This data is from Human Reference Interactome with 51,813 positive PPI pairs across 8,248 proteins, plus equal number of experimentally-validated negative pairs. The task is: Binary Classification. Given two protein amino acid sequences, predict whether they physically interact or not. (1) Protein 1 (ENSG00000119242) has sequence MTSPHFSSYDEGPLDVSMAATNLENQLHSAQKNLLFLQREHASTLKGLHSEIRRLQQHCTDLTYELTVKSSEQTGDGTSKSSELKKRCEELEAQLKVKENENAELLKELEQKNAMITVLENTIKEREKKYLEELKAKSHKLTLLSSELEQRASTIAYLTSQLHAAKKKLMSSSGTSDASPSGSPVLASYKPAPPKDKLPETPRRRMKKSLSAPLHPEFEEVYRFGAESRKLLLREPVDAMPDPTPFLLARESAEVHLIKERPLVIPPIASDRSGEQHSPAREKPHKAHVGVAHRIHHATP.... Protein 2 (ENSG00000162946) has sequence MPGGGPQGAPAAAGGGGVSHRAGSRDCLPPAACFRRRRLARRPGYMRSSTGPGIGFLSPAVGTLFRFPGGVSGEESHHSESRARQCGLDSRGLLVRSPVSKSAAAPTVTSVRGTSAHFGIQLRGGTRLPDRLSWPCGPGSAGWQQEFAAMDSSETLDASWEAACSDGARRVRAAGSLPSAELSSNSCSPGCGPEVPPTPPGSHSAFTSSFSFIRLSLGSAGERGEAEGCPPSREAESHCQSPQEMGAKAASLDGPHEDPRCLSRPFSLLATRVSADLAQAARNSSRPERDMHSLPDMDPG.... Result: 1 (the proteins interact). (2) Protein 1 (ENSG00000141552) has sequence MKVKIKCWNGVATWLWVANDENCGICRMAFNGCCPDCKVPGDDCPLVWGQCSHCFHMHCILKWLHAQQVQQHCPMCRQEWKFKE*MKVKIKCWNGVATWLWVANDENCGICRMAFNGCCPDCPLHGESISRCLGWCPQPVPVLGGRAHPQVPINTASPTPGQHTGSLMSREESSRSPDPTPPALDQETSSLLRCTSPWCLDHSCDLFGITDQVSADGPRACRQGARRRLPAGVGPVLPLLPHALHPQVAARTAGAAALPHVPPGMEVQGVRPDLALAGGAS*MKVKIKCWNGVATWLWVA.... Protein 2 (ENSG00000105072) has sequence MASARKASRPMRDVFGDFSDVSLEDSTMEEIRNFQISRNLTKIAPGHSRFLKRNQTLDEKHLLLKENPVLGSGPRLASCRPPTTASRIRANAALMKLAQLETRIMNRKLQRNLSDTESDSMTADAGLPKRADRILSGGALELASQNTDKTSQNQARELPVTENNAQNAKVSRFLKKKQAPVENISPEAPAGKERTLQTPKQKEPARTFDSPDSDEEEMKVLLGSLMDSSREKNTNQGFSSANVSEEEERKLFSVPSQLRAFTVPSVELSSAKPSQTSHLPTSLAADRTLHSTRSRADYPQ.... Result: 0 (the proteins do not interact). (3) Protein 1 (ENSG00000082397) has sequence MTTESGSDSESKPDQEAEPQEAAGAQGRAGAPVPEPPKEEQQQALEQFAAAAAHSTPVRREVTDKEQEFAARAAKQLEYQQLEDDKLSQKSSSSKLSRSPLKIVKKPKSMQCKVILLDGSEYTCDVEKRSRGQVLFDKVCEHLNLLEKDYFGLTYRDAENQKNWLDPAKEIKKQVRSGAWHFSFNVKFYPPDPAQLSEDITRYYLCLQLRDDIVSGRLPCSFVTLALLGSYTVQSELGDYDPDECGSDYISEFRFAPNHTKELEDKVIELHKSHRGMTPAEAEMHFLENAKKLSMYGVDL.... Protein 2 (ENSG00000139200) has sequence MESRMWPALLLSHLLPLWPLLLLPLPPPAQGSSSSPRTPPAPARPPCARGGPSAPRHVCVWERAPPPSRSPRVPRSRRQVLPGTAPPATPSGFEEGPPSSQYPWAIVWGPTVSREDGGDPNSANPGFLDYGFAAPHGLATPHPNSDSMRGDGDGLILGEAPATLRPFLFGGRGEGVDPQLYVTITISIIIVLVATGIIFKFCWDRSQKRRRPSGQQGALRQEESQQPLTDLSPAGVTVLGAFGDSPTPTPDHEEPRGGPRPGMPHPKGAPAFQLNRIPLVNL*MESRMWPALLLSHLLPL.... Result: 0 (the proteins do not interact). (4) Protein 1 (ENSG00000136110) has sequence MTENSDKVPIALVGPDDVEFCSPPAYATLTVKPSSPARLLKVGAVVLISGAVLLLFGAIGAFYFWKGSDSHIYNVHYTMSINGKLQDGSMEIDAGNNLETFKMGSGAEEAIAVNDFQNGITGIRFAGGEKCYIKAQVKARIPEVGAVTKQSISSKLEGKIMPVKYEENSLIWVAVDQPVKDNSFLSSKVLELCGDLPIFWLKPTYPKEIQRERREVVRKIVPTTTKRPHSGPRSNPGAGRLNNETRPSVQEDSQAFNPDNPYHQQEGESMTFDPRLDHEGICCIECRRSYTHCQKICEPL.... Protein 2 (ENSG00000107485) has sequence MEVTADQPRWVSHHHPAVLNGQHPDTHHPGLSHSYMDAAQYPLPEEVDVLFNIDGQGNHVPPYYGNSVRATVQRYPPTHHGSQVCRPPLLHGSLPWLDGGKALGSHHTASPWNLSPFSKTSIHHGSPGPLSVYPPASSSSLSGGHASPHLFTFPPTPPKDVSPDPSLSTPGSAGSARQDEKECLKYQVPLPDSMKLESSHSRGSMTALGGASSSTHHPITTYPPYVPEYSSGLFPPSSLLGGSPTGFGCKSRPKARSSTEGRECVNCGATSTPLWRRDGTGHYLCNACGLYHKMNGQNRP.... Result: 0 (the proteins do not interact). (5) Protein 1 (ENSG00000181019) has sequence MVGRRALIVLAHSERTSFNYAMKEAAAAALKKKGWEVVESDLYAMNFNPIISRKDITGKLKDPANFQYPAESVLAYKEGHLSPDIVAEQKKLEAADLVIFQFPLQWFGVPAILKGWFERVFIGEFAYTYAAMYDKGPFRSKKAVLSITTGGSGSMYSLQGIHGDMNVILWPIQSGILHFCGFQVLEPQLTYSIGHTPADARIQILEGWKKRLENIWDETPLYFAPSSLFDLNFQAGFLMKKEVQDEEKNKKFGLSVGHHLGKSIPTDNQIKARK*MVGRRALIVLAHSERTSFNYAMKEA.... Protein 2 (ENSG00000183386) has sequence MSESFDCAKCNESLYGRKYIQTDSGPYCVPCYDNTFANTCAECQQLIGHDSRELFYEDRHFHEGCFRCCRCQRSLADEPFTCQDSELLCNDCYCSAFSSQCSACGETVMPGSRKLEYGGQTWHEHCFLCSGCEQPLGSRSFVPDKGAHYCVPCYENKFAPRCARCSKTLTQGGVTYRDQPWHRECLVCTGCQTPLAGQQFTSRDEDPYCVACFGELFAPKCSSCKRPIVGLGGGKYVSFEDRHWHHNCFSCARCSTSLVGQGFVPDGDQVLCQGCSQAGP*. Result: 0 (the proteins do not interact). (6) Protein 1 (ENSG00000198721) has sequence MNRTAMRASQKDFENSMNQVKLLKKDPGNEVKLKLYALYKQATEGPCNMPKPGVFDLINKAKWDAWNALGSLPKEAARQNYVDLVSSLSPSLESSSQVEPGTDRKSTGFETLVVTSEDGITKIMFNRPKKKNAINTEMYHEIMRALKAASKDDSIITVLTGNGDYYSSGNDLTNFTDIPPGGVEEKAKNNAVLLREFVGCFIDFPKPLIAVVNGPAVGISVTLLGLFDAVYASDRATFHTPFSHLGQSPEGCSSYTFPKIMSPAKATEMLIFGKKLTAGEACAQGLVTEVFPDSTFQKEV.... Protein 2 (ENSG00000187094) has sequence MNSGVCLCVLMAVLAAGALTQPVPPADPAGSGLQRAEEAPRRQLRVSQRTDGESRAHLGALLARYIQQARKAPSGRMSIVKNLQNLDPSHRISDRDYMGWMDFGRRSAEEYEYPS*. Result: 0 (the proteins do not interact). (7) Protein 2 (ENSG00000187193) has sequence MDPNCSCSPVGSCACAGSCKCKECKCTSCKKSCCSCCPVGCAKCAQGCICKGTSDKCSCCA*MDPNCSCSPVGSCACAGSCKCKECKCTSCKKSECRAFPANLGDGPS*. Result: 0 (the proteins do not interact). Protein 1 (ENSG00000213967) has sequence MGLLTFRDVAIEFSLEEWQCLDTAQKNLYRNVMLENYRNLAFLGIAVSKPDLIICLEKEKEPWNMKRDEMVDEPPGICPHFAQDIWPEQGVEDSFQKVILRRFEKCGHENLQLRKGCKSVDECKVHKEGYNGLNQCFTTTQGKASQCGKYLKVFYKFINLNRYKIRHTRKKPFKCKNCVKSFCMFSHKTQHKSIYTTEKSYKCKECGKTFNWSSTLTNHKKTHTEEKPYKCEEYGKAFNQSSNYTTHKVTHTGEKPYKCEECGKAFSQSSTLTIHKRIHTGEKPCKCEECGKAFSQPSAL....